This data is from Catalyst prediction with 721,799 reactions and 888 catalyst types from USPTO. The task is: Predict which catalyst facilitates the given reaction. (1) Reactant: [CH3:1][O:2][C:3](=[O:32])[C:4]1[CH:9]=[CH:8][C:7]([O:10][CH2:11][CH2:12][CH2:13]Br)=[CH:6][C:5]=1[NH:15][C:16](=[O:31])[C:17]1[CH:22]=[C:21]([C:23]([F:26])([F:25])[F:24])[CH:20]=[C:19]([C:27]([F:30])([F:29])[F:28])[CH:18]=1.[C:33]([C:37]1[CH:45]=[CH:44][C:40]([CH:41]=[N:42][OH:43])=[CH:39][CH:38]=1)([CH3:36])([CH3:35])[CH3:34].C(=O)([O-])[O-].[Cs+].[Cs+]. Product: [CH3:1][O:2][C:3](=[O:32])[C:4]1[CH:9]=[CH:8][C:7]([O:10][CH2:11][CH2:12][CH2:13][O:43]/[N:42]=[CH:41]/[C:40]2[CH:44]=[CH:45][C:37]([C:33]([CH3:36])([CH3:35])[CH3:34])=[CH:38][CH:39]=2)=[CH:6][C:5]=1[NH:15][C:16](=[O:31])[C:17]1[CH:22]=[C:21]([C:23]([F:26])([F:25])[F:24])[CH:20]=[C:19]([C:27]([F:30])([F:29])[F:28])[CH:18]=1. The catalyst class is: 21. (2) Reactant: [NH2:1][C:2]1[CH:7]=[C:6]([CH3:8])[CH:5]=[C:4]([CH3:9])[C:3]=1[OH:10].C(OCC)(=O)C.C(=O)([O-])O.[Na+].[Br:22][CH:23]([CH2:27][C:28]1[CH:33]=[CH:32][CH:31]=[CH:30][CH:29]=1)[C:24](Cl)=[O:25]. Product: [Br:22][CH:23]([CH2:27][C:28]1[CH:33]=[CH:32][CH:31]=[CH:30][CH:29]=1)[C:24]([NH:1][C:2]1[CH:7]=[C:6]([CH3:8])[CH:5]=[C:4]([CH3:9])[C:3]=1[OH:10])=[O:25]. The catalyst class is: 6. (3) Reactant: [Cl-].[CH3:2][O:3][CH2:4][P+](C1C=CC=CC=1)(C1C=CC=CC=1)C1C=CC=CC=1.C[Si]([N-:28][Si](C)(C)C)(C)C.[Li+].[NH2:34][C:35]1[C:40]([C:41]([C:43]2[CH:44]=[N:45][C:46]([F:49])=[CH:47][CH:48]=2)=O)=[CH:39][C:38]([Br:50])=[CH:37][N:36]=1.C([Mg]Cl)(C)(C)C. Product: [Br:50][C:38]1[CH:39]=[C:40]([C:41]([C:43]2[CH:44]=[N:45][C:46]([F:49])=[CH:47][CH:48]=2)=[CH:2][O:3][CH3:4])[C:35]([NH:34][NH2:28])=[N:36][CH:37]=1. The catalyst class is: 1. (4) Reactant: [I-:1].[I-].[I-].[C:4]([N:11]1[CH2:17][CH2:16][CH2:15][N:14]([C:18]2[CH:19]=[C:20]([CH2:33][CH3:34])[C:21]3[C:30]([CH:31]=2)=[S+:29][C:28]2[C:23](=[C:24]([CH3:32])[CH:25]=[CH:26][CH:27]=2)[N:22]=3)[CH2:13][CH2:12]1)([O:6][C:7]([CH3:10])([CH3:9])[CH3:8])=[O:5].C(N1CCCN(C2C=C(CC)C3C(C=2)=[S+][C:59]2[C:54](=C(C)C=[CH:57][CH:58]=2)[N:53]=3)CC1)(OC(C)(C)C)=O.C(N1CCCN(C2C=C(CC)C3C(C=2)=[S+]C2C(=C(C)C=CC=2)N=3)CC1)(OC(C)(C)C)=O.N1CCCC1. Product: [I-:1].[C:4]([N:11]1[CH2:17][CH2:16][CH2:15][N:14]([C:18]2[CH:19]=[C:20]([CH2:33][CH3:34])[C:21]3[C:30]([CH:31]=2)=[S+:29][C:28]2[C:23](=[C:24]([CH3:32])[CH:25]=[C:26]([N:53]4[CH2:54][CH2:59][CH2:58][CH2:57]4)[CH:27]=2)[N:22]=3)[CH2:13][CH2:12]1)([O:6][C:7]([CH3:10])([CH3:9])[CH3:8])=[O:5]. The catalyst class is: 5. (5) Reactant: Cl[CH2:2][C:3]1[N:4]=[C:5]2[S:12][C:11]([CH:13]3[CH2:15][CH2:14]3)=[C:10]([C:16]([NH:18][CH2:19][CH3:20])=[O:17])[N:6]2[C:7](=[O:9])[CH:8]=1.[I-].[K+].C(=O)([O-])[O-].[K+].[K+].[F:29][C:30]1[CH:35]=[CH:34][C:33]([OH:36])=[CH:32][CH:31]=1. Product: [CH:13]1([C:11]2[S:12][C:5]3=[N:4][C:3]([CH2:2][O:36][C:33]4[CH:34]=[CH:35][C:30]([F:29])=[CH:31][CH:32]=4)=[CH:8][C:7](=[O:9])[N:6]3[C:10]=2[C:16]([NH:18][CH2:19][CH3:20])=[O:17])[CH2:15][CH2:14]1. The catalyst class is: 10. (6) Reactant: [O:1]([C:8]1[CH:13]=[CH:12][C:11]([C:14]2[C:19]([C:20]([NH2:22])=[O:21])=[CH:18][N:17]=[C:16]([CH:23]3[CH2:28][CH2:27][NH:26][CH2:25][CH2:24]3)[N:15]=2)=[CH:10][CH:9]=1)[C:2]1[CH:7]=[CH:6][CH:5]=[CH:4][CH:3]=1.[C:29](Cl)(=[O:32])[CH:30]=[CH2:31]. Product: [C:29]([N:26]1[CH2:27][CH2:28][CH:23]([C:16]2[N:15]=[C:14]([C:11]3[CH:12]=[CH:13][C:8]([O:1][C:2]4[CH:3]=[CH:4][CH:5]=[CH:6][CH:7]=4)=[CH:9][CH:10]=3)[C:19]([C:20]([NH2:22])=[O:21])=[CH:18][N:17]=2)[CH2:24][CH2:25]1)(=[O:32])[CH:30]=[CH2:31]. The catalyst class is: 2.